This data is from Catalyst prediction with 721,799 reactions and 888 catalyst types from USPTO. The task is: Predict which catalyst facilitates the given reaction. (1) Reactant: C(OC(=O)[NH:7][CH2:8][CH2:9][CH2:10][CH2:11][CH2:12][NH:13][C:14](=[O:42])[CH2:15][O:16][CH2:17][C:18]([NH:20][C@H:21]1[CH2:30][CH2:29][C@:28]2([OH:31])[C@@:23]34[C:38]5[C:33](=[CH:34][CH:35]=[C:36]([OH:40])[C:37]=5[O:39][C@@H:22]13)[CH2:32][CH:27]2[N:26]([CH3:41])[CH2:25][CH2:24]4)=[O:19])(C)(C)C.FC(F)(F)C(O)=O. Product: [NH2:7][CH2:8][CH2:9][CH2:10][CH2:11][CH2:12][NH:13][C:14](=[O:42])[CH2:15][O:16][CH2:17][C:18]([NH:20][C@H:21]1[CH2:30][CH2:29][C@:28]2([OH:31])[C@@:23]34[C:38]5[C:33](=[CH:34][CH:35]=[C:36]([OH:40])[C:37]=5[O:39][C@@H:22]13)[CH2:32][CH:27]2[N:26]([CH3:41])[CH2:25][CH2:24]4)=[O:19]. The catalyst class is: 2. (2) Reactant: [Cl:1][C:2]1[CH:3]=[C:4]([CH:19]=[CH:20][CH:21]=1)[NH:5][C:6]1[N:11]=[C:10]([C:12]2[N:16](C)[C:15](C)=[N:14][CH:13]=2)[CH:9]=[CH:8][N:7]=1. Product: [Cl:1][C:2]1[CH:3]=[C:4]([CH:19]=[CH:20][CH:21]=1)[NH:5][C:6]1[N:11]=[C:10]([C:12]2[NH:16][CH:15]=[N:14][CH:13]=2)[CH:9]=[CH:8][N:7]=1. The catalyst class is: 240. (3) Product: [NH2:1][C:2]1[C:3]([C:13]2[CH:22]=[CH:21][C:16]([C:17]([O:19][CH3:20])=[O:18])=[C:15]([F:23])[CH:14]=2)=[N:4][C:5]([C:8]2[CH:9]=[N:10][N:11]([CH2:31][CH3:32])[CH:12]=2)=[CH:6][N:7]=1. Reactant: [NH2:1][C:2]1[C:3]([C:13]2[CH:22]=[CH:21][C:16]([C:17]([O:19][CH3:20])=[O:18])=[C:15]([F:23])[CH:14]=2)=[N:4][C:5]([C:8]2[CH:9]=[N:10][NH:11][CH:12]=2)=[CH:6][N:7]=1.C(=O)([O-])[O-].[K+].[K+].Br[CH2:31][CH3:32]. The catalyst class is: 3.